Dataset: Reaction yield outcomes from USPTO patents with 853,638 reactions. Task: Predict the reaction yield, written as a fraction of the theoretical maximum amount of product (1.0 means a 100% yield; for example, 0.34 means a 34% yield). (1) The reactants are [CH3:1][Si:2]([CH3:23])([CH3:22])[CH2:3][CH2:4][O:5][C:6](=[O:21])[N:7]([CH2:9][C@@H:10]([NH:13][C:14]([O:16][C:17]([CH3:20])([CH3:19])[CH3:18])=[O:15])[CH:11]=[O:12])[CH3:8].[CH:24]1([Mg]Cl)[CH2:29][CH2:28][CH2:27][CH2:26][CH2:25]1. The catalyst is C1(C)C=CC=CC=1. The product is [C:17]([O:16][C:14]([NH:13][C@H:10]([CH2:9][N:7]([CH3:8])[C:6]([O:5][CH2:4][CH2:3][Si:2]([CH3:1])([CH3:22])[CH3:23])=[O:21])[C@@H:11]([CH:24]1[CH2:29][CH2:28][CH2:27][CH2:26][CH2:25]1)[OH:12])=[O:15])([CH3:20])([CH3:18])[CH3:19]. The yield is 0.240. (2) The reactants are CCN(C(C)C)C(C)C.[NH2:10][C:11]1[CH:16]=[CH:15][CH:14]=[CH:13][C:12]=1[NH:17][C:18](=[O:24])[O:19][C:20]([CH3:23])([CH3:22])[CH3:21].[CH2:25]([O:27][P:28]([CH2:33][C:34](O)=[O:35])([O:30][CH2:31][CH3:32])=[O:29])[CH3:26].CN(C(ON1N=NC2C=CC=NC1=2)=[N+](C)C)C.F[P-](F)(F)(F)(F)F. The catalyst is C(Cl)Cl. The product is [CH2:31]([O:30][P:28]([CH2:33][C:34]([NH:10][C:11]1[CH:16]=[CH:15][CH:14]=[CH:13][C:12]=1[NH:17][C:18](=[O:24])[O:19][C:20]([CH3:21])([CH3:23])[CH3:22])=[O:35])([O:27][CH2:25][CH3:26])=[O:29])[CH3:32]. The yield is 0.760. (3) The reactants are [C:1]([NH:4][C:5]1[CH:6]=[CH:7][CH:8]=[C:9]2[C:13]=1[C:12](=[O:14])[N:11]([CH:15]([C:20]1[CH:25]=[CH:24][C:23]([O:26][CH:27]([F:29])[F:28])=[C:22]([O:30][CH2:31][CH3:32])[CH:21]=1)[CH2:16][C:17](O)=[O:18])[CH2:10]2)(=[O:3])[CH3:2].C(N1C=CN=C1)(N1C=CN=C1)=O.[NH:45]1[CH2:50][CH2:49][O:48][CH2:47][CH2:46]1.O. The catalyst is O1CCCC1. The product is [F:29][CH:27]([F:28])[O:26][C:23]1[CH:24]=[CH:25][C:20]([CH:15]([N:11]2[C:12](=[O:14])[C:13]3[C:9](=[CH:8][CH:7]=[CH:6][C:5]=3[NH:4][C:1](=[O:3])[CH3:2])[CH2:10]2)[CH2:16][C:17]([N:45]2[CH2:50][CH2:49][O:48][CH2:47][CH2:46]2)=[O:18])=[CH:21][C:22]=1[O:30][CH2:31][CH3:32]. The yield is 0.720. (4) The reactants are [F:1][C:2]([F:19])([C:9]([F:18])([F:17])[C:10]([F:16])([F:15])[C:11]([F:14])([F:13])[F:12])[CH2:3][CH2:4][S:5][CH2:6][CH2:7][OH:8].ClC1C=CC=C(C(OO)=O)C=1.[OH2:31].[OH2:32].O.O.O.S([O-])([O-])(=O)=S.[Na+].[Na+].O. The catalyst is C(Cl)Cl. The product is [F:19][C:2]([F:1])([C:9]([F:17])([F:18])[C:10]([F:15])([F:16])[C:11]([F:12])([F:13])[F:14])[CH2:3][CH2:4][S:5]([CH2:6][CH2:7][OH:8])(=[O:32])=[O:31]. The yield is 0.652.